The task is: Predict which catalyst facilitates the given reaction.. This data is from Catalyst prediction with 721,799 reactions and 888 catalyst types from USPTO. (1) Reactant: [F:1][C:2]1[CH:7]=[C:6]([F:8])[CH:5]=[CH:4][C:3]=1[CH:9]=[CH:10][C:11](=O)[C:12]([F:18])([F:17])[C:13]([F:16])([F:15])[F:14].Cl.[Br:21][C:22]1[CH:23]=[C:24]([NH:28][NH2:29])[CH:25]=[CH:26][CH:27]=1. Product: [Br:21][C:22]1[CH:23]=[C:24]([N:28]2[CH:9]([C:3]3[CH:4]=[CH:5][C:6]([F:8])=[CH:7][C:2]=3[F:1])[CH2:10][C:11]([C:12]([F:18])([F:17])[C:13]([F:16])([F:15])[F:14])=[N:29]2)[CH:25]=[CH:26][CH:27]=1. The catalyst class is: 15. (2) Reactant: [CH3:1][O:2][C:3]1[CH:35]=[C:34]([O:36][CH3:37])[CH:33]=[CH:32][C:4]=1[CH2:5][N:6]1[C:26]2[C:15]3=[CH:16][C:17]4[CH:18]=[C:19]([CH2:24][OH:25])[N:20]([CH3:23])[C:21]=4[CH:22]=[C:14]3[CH2:13][CH2:12][CH2:11][C:10]=2[C:9]([OH:27])=[C:8]([C:28]([OH:30])=[O:29])[C:7]1=[O:31]. Product: [CH3:1][O:2][C:3]1[CH:35]=[C:34]([O:36][CH3:37])[CH:33]=[CH:32][C:4]=1[CH2:5][N:6]1[C:26]2[C:15]3=[CH:16][C:17]4[CH:18]=[C:19]([CH:24]=[O:25])[N:20]([CH3:23])[C:21]=4[CH:22]=[C:14]3[CH2:13][CH2:12][CH2:11][C:10]=2[C:9]([OH:27])=[C:8]([C:28]([OH:30])=[O:29])[C:7]1=[O:31]. The catalyst class is: 177. (3) Reactant: [NH2:1][C:2]1[N:7]=[C:6]([C:8]([F:11])([CH3:10])[CH3:9])[N:5]=[C:4]([NH:12][CH:13]([CH:23]2[CH2:25][CH2:24]2)[CH2:14][CH2:15][CH2:16][C:17]2[CH:22]=[CH:21][CH:20]=[CH:19][CH:18]=2)[N:3]=1.[Cl:26][C:27]1[CH:34]=[CH:33][C:30]([CH:31]=O)=[CH:29][CH:28]=1.C1(C)C=CC(S(O)(=O)=O)=CC=1.O. Product: [Cl:26][C:27]1[CH:34]=[CH:33][C:30]([CH:31]=[N:1][C:2]2[N:7]=[C:6]([C:8]([F:11])([CH3:9])[CH3:10])[N:5]=[C:4]([NH:12][CH:13]([CH:23]3[CH2:24][CH2:25]3)[CH2:14][CH2:15][CH2:16][C:17]3[CH:22]=[CH:21][CH:20]=[CH:19][CH:18]=3)[N:3]=2)=[CH:29][CH:28]=1. The catalyst class is: 11. (4) Reactant: [F:1][C:2]1[CH:35]=[CH:34][C:5]([C:6](/[N:8]=[C:9]2\[NH:10][C:11]3[CH:26]=[CH:25][C:24]([CH2:27][N:28]4[CH2:33][CH2:32][CH2:31][CH2:30][CH2:29]4)=[CH:23][C:12]=3[N:13]\2[C@@H:14]2[CH2:19][CH2:18][C@H:17]([C:20]([OH:22])=O)[CH2:16][CH2:15]2)=[O:7])=[CH:4][CH:3]=1.S(Cl)(Cl)=O.[CH2:40]([NH2:42])[CH3:41]. Product: [CH2:40]([NH:42][C:20]([C@@H:17]1[CH2:16][CH2:15][C@H:14]([N:13]2[C:12]3[CH:23]=[C:24]([CH2:27][N:28]4[CH2:33][CH2:32][CH2:31][CH2:30][CH2:29]4)[CH:25]=[CH:26][C:11]=3[NH:10]/[C:9]/2=[N:8]\[C:6](=[O:7])[C:5]2[CH:4]=[CH:3][C:2]([F:1])=[CH:35][CH:34]=2)[CH2:19][CH2:18]1)=[O:22])[CH3:41]. The catalyst class is: 232. (5) Reactant: [OH:1][C:2]1[C:3]([C:12]([O:14][CH3:15])=[O:13])=[N:4][CH:5]=[C:6]2[C:11]=1[N:10]=[CH:9][CH:8]=[CH:7]2.[Br:16]N1C(=O)CCC1=O. Product: [CH3:15][O:14][C:12]([C:3]1[C:2]([OH:1])=[C:11]2[C:6]([CH:7]=[CH:8][CH:9]=[N:10]2)=[C:5]([Br:16])[N:4]=1)=[O:13]. The catalyst class is: 2. (6) Reactant: F[C:2](F)(F)[C:3]([OH:5])=O.[CH2:8]([O:10][C:11]([C@H:13]1[CH:17]=[CH:16][CH2:15][NH:14]1)=[O:12])[CH3:9].[C:18]1([O:29][CH2:30][C:31]([OH:33])=O)[CH:23]=[CH:22][CH:21]=[CH:20][C:19]=1[O:24][CH2:25][C:26]([OH:28])=O.C[N:35]1[CH2:40][CH2:39]O[CH2:37][CH2:36]1.O.ON1C2C=CC=C[C:46]=2N=N1.Cl.CN(C)CCCN=C=NCC. Product: [CH2:8]([O:10][C:11]([C@H:13]1[CH:17]=[CH:16][CH2:15][N:14]1[C:26](=[O:28])[CH2:25][O:24][C:19]1[CH:20]=[CH:21][CH:22]=[CH:23][C:18]=1[O:29][CH2:30][C:31]([N:35]1[CH2:40][CH:39]=[CH:37][C@@H:36]1[C:3]([CH2:2][CH3:46])=[O:5])=[O:33])=[O:12])[CH3:9]. The catalyst class is: 4.